Predict the product of the given reaction. From a dataset of Forward reaction prediction with 1.9M reactions from USPTO patents (1976-2016). (1) Given the reactants C[Si]([N-][Si](C)(C)C)(C)C.[K+].[CH3:11][S:12]([C:15]1[S:16][CH:17]=[CH:18][CH:19]=1)(=[O:14])=[O:13].C1C=CC(N([S:27]([C:30]([F:33])([F:32])[F:31])(=[O:29])=[O:28])[S:27]([C:30]([F:33])([F:32])[F:31])(=[O:29])=[O:28])=CC=1.Cl, predict the reaction product. The product is: [S:16]1[CH:17]=[CH:18][CH:19]=[C:15]1[S:12]([CH2:11][S:27]([C:30]([F:33])([F:32])[F:31])(=[O:29])=[O:28])(=[O:14])=[O:13]. (2) Given the reactants [C:1]([C:3]([C:6]1[CH:7]=[C:8]([CH:29]=[CH:30][CH:31]=1)[C:9]([NH:11][C:12]1[CH:17]=[CH:16][C:15]([CH3:18])=[C:14]([O:19][C:20]2[CH:25]=[CH:24][C:23]([N+:26]([O-])=O)=[CH:22][CH:21]=2)[CH:13]=1)=[O:10])([CH3:5])[CH3:4])#[N:2], predict the reaction product. The product is: [NH2:26][C:23]1[CH:22]=[CH:21][C:20]([O:19][C:14]2[CH:13]=[C:12]([NH:11][C:9](=[O:10])[C:8]3[CH:29]=[CH:30][CH:31]=[C:6]([C:3]([C:1]#[N:2])([CH3:5])[CH3:4])[CH:7]=3)[CH:17]=[CH:16][C:15]=2[CH3:18])=[CH:25][CH:24]=1. (3) Given the reactants [S:1]1[CH:5]=[CH:4][C:3]([C:6]2[S:14][C:13]3[C:12](=O)[NH:11][CH:10]=[N:9][C:8]=3[CH:7]=2)=[CH:2]1.C(=O)(O)[O-].[Na+].P(Cl)(Cl)([Cl:23])=O, predict the reaction product. The product is: [S:1]1[CH:5]=[CH:4][C:3]([C:6]2[S:14][C:13]3[C:12]([Cl:23])=[N:11][CH:10]=[N:9][C:8]=3[CH:7]=2)=[CH:2]1. (4) Given the reactants [Br:1][C:2]1[CH:3]=[C:4]([C:12]([F:15])([F:14])[F:13])[C:5]([O:10][CH3:11])=[C:6]([CH:9]=1)C=O.[CH:16]([O:23][CH2:24][CH3:25])([O:20][CH2:21][CH3:22])OCC, predict the reaction product. The product is: [Br:1][C:2]1[CH:3]=[C:4]([C:12]([F:13])([F:14])[F:15])[C:5]([O:10][CH3:11])=[C:6]([CH:16]([O:20][CH2:21][CH3:22])[O:23][CH2:24][CH3:25])[CH:9]=1. (5) Given the reactants [Cl:1][C:2]1[CH:7]=[CH:6][C:5]([C:8]2[C:12]3[CH2:13][N:14]([S:17]([CH3:20])(=[O:19])=[O:18])[CH2:15][CH2:16][C:11]=3[N:10]([CH2:21][CH2:22][CH2:23][N:24]3[CH2:29][CH2:28][O:27][CH2:26][CH2:25]3)[N:9]=2)=[CH:4][C:3]=1[C:30]#[C:31][C:32]1[CH:39]=[CH:38][C:35]([CH2:36][NH2:37])=[CH:34][CH:33]=1.N1C=CC=CC=1.[CH3:46][S:47](Cl)(=[O:49])=[O:48], predict the reaction product. The product is: [Cl:1][C:2]1[CH:7]=[CH:6][C:5]([C:8]2[C:12]3[CH2:13][N:14]([S:17]([CH3:20])(=[O:18])=[O:19])[CH2:15][CH2:16][C:11]=3[N:10]([CH2:21][CH2:22][CH2:23][N:24]3[CH2:25][CH2:26][O:27][CH2:28][CH2:29]3)[N:9]=2)=[CH:4][C:3]=1[C:30]#[C:31][C:32]1[CH:33]=[CH:34][C:35]([CH2:36][NH:37][S:47]([CH3:46])(=[O:49])=[O:48])=[CH:38][CH:39]=1. (6) Given the reactants [CH3:16][C:11]1([CH3:17])[C:12]([CH3:15])([CH3:14])[O:13][B:9]([B:9]2[O:13][C:12]([CH3:15])([CH3:14])[C:11]([CH3:17])([CH3:16])[O:10]2)[O:10]1.CC([O-])=O.[K+].Br[C:25]1[CH:40]=[CH:39][C:28]([O:29][C:30]2[NH:34][C:33]3[CH:35]=[CH:36][CH:37]=[CH:38][C:32]=3[N:31]=2)=[CH:27][CH:26]=1.O, predict the reaction product. The product is: [CH3:15][C:12]1([CH3:14])[C:11]([CH3:16])([CH3:17])[O:10][B:9]([C:25]2[CH:40]=[CH:39][C:28]([O:29][C:30]3[NH:34][C:33]4[CH:35]=[CH:36][CH:37]=[CH:38][C:32]=4[N:31]=3)=[CH:27][CH:26]=2)[O:13]1.